The task is: Predict which catalyst facilitates the given reaction.. This data is from Catalyst prediction with 721,799 reactions and 888 catalyst types from USPTO. (1) Reactant: C1(C2C3C=CC(C([O-])=O)=CC=3N3C=2C2C=CC=CC=2OCC2(COC(C)(C)OC2)C3)CCCCC1.[CH2:36]([NH2:43])[C:37]1[CH:42]=[CH:41][CH:40]=[CH:39][CH:38]=1.[CH:44]1([C:50]2[C:51]3[CH:52]=[CH:53][C:54]([C:72]([O:74][CH3:75])=[O:73])=[CH:55][C:56]=3[N:57]3[C:67]=2[C:66]2[CH:68]=[CH:69][CH:70]=[CH:71][C:65]=2[O:64][CH2:63][C:59]2([CH2:62]O[CH2:60]2)[CH2:58]3)[CH2:49][CH2:48][CH2:47][CH2:46][CH2:45]1. Product: [CH2:36]([N:43]1[CH2:62][C:59]2([CH2:58][N:57]3[C:56]4[CH:55]=[C:54]([C:72]([O:74][CH3:75])=[O:73])[CH:53]=[CH:52][C:51]=4[C:50]([CH:44]4[CH2:49][CH2:48][CH2:47][CH2:46][CH2:45]4)=[C:67]3[C:66]3[CH:68]=[CH:69][CH:70]=[CH:71][C:65]=3[O:64][CH2:63]2)[CH2:60]1)[C:37]1[CH:42]=[CH:41][CH:40]=[CH:39][CH:38]=1. The catalyst class is: 25. (2) Reactant: O.[OH-].[Li+].C[O:5][C:6](=[O:34])[CH2:7][C:8]1[C:17]([CH3:18])=[C:16]([C:19]2[CH:24]=[CH:23][C:22]([S:25]([N:28]3[CH2:32][CH2:31][CH2:30][CH2:29]3)(=[O:27])=[O:26])=[CH:21][CH:20]=2)[C:15]2[C:10](=[CH:11][CH:12]=[C:13]([F:33])[CH:14]=2)[CH:9]=1.C1COCC1.O. Product: [F:33][C:13]1[CH:14]=[C:15]2[C:10](=[CH:11][CH:12]=1)[CH:9]=[C:8]([CH2:7][C:6]([OH:34])=[O:5])[C:17]([CH3:18])=[C:16]2[C:19]1[CH:20]=[CH:21][C:22]([S:25]([N:28]2[CH2:32][CH2:31][CH2:30][CH2:29]2)(=[O:26])=[O:27])=[CH:23][CH:24]=1. The catalyst class is: 81. (3) Reactant: [Br:1][C:2]1[CH:7]=[C:6]([C:8]([F:17])([C:13]([F:16])([F:15])[F:14])[C:9]([F:12])([F:11])[F:10])[CH:5]=[C:4]([Br:18])[C:3]=1[NH:19][C:20](=[O:32])[C:21]1[CH:26]=[CH:25][CH:24]=[C:23]([N+:27]([O-:29])=[O:28])[C:22]=1[O:30][CH3:31].[H-].[Na+].I[CH3:36]. Product: [Br:1][C:2]1[CH:7]=[C:6]([C:8]([F:17])([C:9]([F:10])([F:11])[F:12])[C:13]([F:15])([F:16])[F:14])[CH:5]=[C:4]([Br:18])[C:3]=1[N:19]([CH3:36])[C:20](=[O:32])[C:21]1[CH:26]=[CH:25][CH:24]=[C:23]([N+:27]([O-:29])=[O:28])[C:22]=1[O:30][CH3:31]. The catalyst class is: 9.